From a dataset of Forward reaction prediction with 1.9M reactions from USPTO patents (1976-2016). Predict the product of the given reaction. (1) Given the reactants [CH3:1][C:2]([CH3:15])([O:10][CH2:11][C:12]([OH:14])=O)[CH2:3][C:4]1[CH:9]=[CH:8][CH:7]=[CH:6][CH:5]=1.[OH:16][CH:17]1[CH2:22][CH2:21][NH:20][CH2:19][CH2:18]1.CN(C(ON1N=NC2C=CC=NC1=2)=[N+](C)C)C.F[P-](F)(F)(F)(F)F.Cl, predict the reaction product. The product is: [CH3:15][C:2]([CH3:1])([O:10][CH2:11][C:12]([N:20]1[CH2:21][CH2:22][CH:17]([OH:16])[CH2:18][CH2:19]1)=[O:14])[CH2:3][C:4]1[CH:5]=[CH:6][CH:7]=[CH:8][CH:9]=1. (2) Given the reactants C([Sn](CCCC)(CCCC)[C:6]1[O:10][N:9]=[C:8]([C:11]2[CH:12]=[C:13]3[C:18](=[CH:19][CH:20]=2)[CH:17]=[N:16][CH:15]=[CH:14]3)[CH:7]=1)CCC.[I:29]I, predict the reaction product. The product is: [I:29][C:6]1[O:10][N:9]=[C:8]([C:11]2[CH:12]=[C:13]3[C:18](=[CH:19][CH:20]=2)[CH:17]=[N:16][CH:15]=[CH:14]3)[CH:7]=1. (3) Given the reactants [C:1]1(C2C=CC=CC=2)[CH:6]=[CH:5][C:4]([CH2:7][N:8]([CH2:16][CH2:17][CH2:18][N:19]([CH2:29][C:30]2[CH:35]=[CH:34][C:33](C3C=CC=CC=3)=[CH:32][CH:31]=2)[C:20]([O:22][CH2:23][C:24]2[S:28][CH:27]=[N:26][CH:25]=2)=[O:21])C(=O)OC(C)(C)C)=[CH:3][CH:2]=1.[N:48]1[CH:53]=[CH:52][CH:51]=[CH:50][C:49]=1[C:54]1[CH:61]=[CH:60][C:57]([CH:58]=O)=[CH:56][CH:55]=1.CC(O)=O, predict the reaction product. The product is: [CH2:29]([N:19]([CH2:18][CH2:17][CH2:16][N:8]([CH2:7][C:4]1[CH:3]=[CH:2][CH:1]=[CH:6][CH:5]=1)[CH2:58][C:57]1[CH:60]=[CH:61][C:54]([C:49]2[CH:50]=[CH:51][CH:52]=[CH:53][N:48]=2)=[CH:55][CH:56]=1)[C:20](=[O:21])[O:22][CH2:23][C:24]1[S:28][CH:27]=[N:26][CH:25]=1)[C:30]1[CH:35]=[CH:34][CH:33]=[CH:32][CH:31]=1. (4) Given the reactants Cl.[NH2:2][C@H:3]1[CH2:8][CH2:7][CH2:6][N:5]([CH2:9][CH2:10][O:11][CH3:12])[C:4]1=[O:13].Br[C:15]1[CH:19]=[C:18]([C:20]#[C:21][C:22]([CH3:25])([CH3:24])[CH3:23])[S:17][C:16]=1[C:26]([O:28][CH3:29])=[O:27].C(=O)([O-])[O-].[Cs+].[Cs+].C1C=CC(P(C2C(C3C(P(C4C=CC=CC=4)C4C=CC=CC=4)=CC=C4C=3C=CC=C4)=C3C(C=CC=C3)=CC=2)C2C=CC=CC=2)=CC=1, predict the reaction product. The product is: [CH3:23][C:22]([CH3:25])([CH3:24])[C:21]#[C:20][C:18]1[S:17][C:16]([C:26]([O:28][CH3:29])=[O:27])=[C:15]([NH:2][C@H:3]2[CH2:8][CH2:7][CH2:6][N:5]([CH2:9][CH2:10][O:11][CH3:12])[C:4]2=[O:13])[CH:19]=1. (5) The product is: [Br:1][C:2]1[CH:15]=[N:14][C:5]2[N:6]=[C:7]([N:41]3[CH2:44][CH:43]([N:45]([CH3:53])[C:46](=[O:52])[O:47][C:48]([CH3:49])([CH3:50])[CH3:51])[CH2:42]3)[C:8]3[N:9]([CH:10]=[CH:11][CH:12]=3)[C:4]=2[CH:3]=1. Given the reactants [Br:1][C:2]1[CH:15]=[N:14][C:5]2[NH:6][C:7](=O)[C:8]3[N:9]([CH:10]=[CH:11][CH:12]=3)[C:4]=2[CH:3]=1.CCN(C(C)C)C(C)C.BrC1C=NC2N=C(Cl)C3N(C=CC=3)C=2C=1.Cl.[NH:41]1[CH2:44][CH:43]([N:45]([CH3:53])[C:46](=[O:52])[O:47][C:48]([CH3:51])([CH3:50])[CH3:49])[CH2:42]1, predict the reaction product. (6) The product is: [C:1]([O:5][C:6](=[O:15])[N:7]([CH:8]1[CH2:13][CH2:12][N:11]([C:17]2[C:26]3[C:21](=[CH:22][CH:23]=[CH:24][CH:25]=3)[C:20]([C:27]3[CH:32]=[CH:31][C:30]([F:33])=[CH:29][CH:28]=3)=[N:19][N:18]=2)[CH2:10][CH2:9]1)[CH3:14])([CH3:4])([CH3:3])[CH3:2]. Given the reactants [C:1]([O:5][C:6](=[O:15])[N:7]([CH3:14])[CH:8]1[CH2:13][CH2:12][NH:11][CH2:10][CH2:9]1)([CH3:4])([CH3:3])[CH3:2].Cl[C:17]1[C:26]2[C:21](=[CH:22][CH:23]=[CH:24][CH:25]=2)[C:20]([C:27]2[CH:32]=[CH:31][C:30]([F:33])=[CH:29][CH:28]=2)=[N:19][N:18]=1.C(=O)([O-])[O-].[K+].[K+].O, predict the reaction product.